Dataset: Forward reaction prediction with 1.9M reactions from USPTO patents (1976-2016). Task: Predict the product of the given reaction. (1) Given the reactants Br[CH2:2][C:3]([C:5]1[CH:10]=[CH:9][C:8]([Br:11])=[CH:7][CH:6]=1)=O.[CH:12]([O-:14])=O.[NH4+:15].[OH-].[Na+], predict the reaction product. The product is: [Br:11][C:8]1[CH:9]=[CH:10][C:5]([C:3]2[N:15]=[CH:12][O:14][CH:2]=2)=[CH:6][CH:7]=1. (2) Given the reactants [F:1][C:2]1[C:23]([CH3:24])=[CH:22][C:5]2[N:6]([CH:10]3[CH2:15][CH2:14][N:13]([C:16]4([CH3:21])[CH2:20][CH2:19][NH:18][CH2:17]4)[CH2:12][CH2:11]3)[C:7](=[O:9])[NH:8][C:4]=2[CH:3]=1.[C:25](Cl)(=[O:29])[O:26][CH2:27][CH3:28], predict the reaction product. The product is: [F:1][C:2]1[C:23]([CH3:24])=[CH:22][C:5]2[N:6]([CH:10]3[CH2:11][CH2:12][N:13]([C:16]4([CH3:21])[CH2:20][CH2:19][N:18]([C:25]([O:26][CH2:27][CH3:28])=[O:29])[CH2:17]4)[CH2:14][CH2:15]3)[C:7](=[O:9])[NH:8][C:4]=2[CH:3]=1. (3) The product is: [Cl:24][C:19]1[CH:18]=[C:17]2[C:22](=[C:21]([Cl:23])[CH:20]=1)[N:14]([C:4]1[C:5](=[O:13])[N:6]([CH:8]([CH2:11][CH3:12])[CH2:9][CH3:10])[CH:7]=[C:2]([C:25]#[N:26])[N:3]=1)[CH2:15][CH2:16]2. Given the reactants Br[C:2]1[N:3]=[C:4]([N:14]2[C:22]3[C:17](=[CH:18][C:19]([Cl:24])=[CH:20][C:21]=3[Cl:23])[CH2:16][CH2:15]2)[C:5](=[O:13])[N:6]([CH:8]([CH2:11][CH3:12])[CH2:9][CH3:10])[CH:7]=1.[CH3:25][N:26](C)C=O, predict the reaction product. (4) The product is: [F:24][C:21]1[CH:20]=[CH:19][C:18]([CH2:17][O:16][C:13]2[CH:14]=[CH:15][C:10]([CH2:9][N:7]([CH3:8])[C:6]([CH:5]=[C:4]([OH:26])[C:3]([OH:27])=[O:2])=[O:25])=[CH:11][CH:12]=2)=[CH:23][CH:22]=1. Given the reactants C[O:2][C:3](=[O:27])[C:4]([OH:26])=[CH:5][C:6](=[O:25])[N:7]([CH2:9][C:10]1[CH:15]=[CH:14][C:13]([O:16][CH2:17][C:18]2[CH:23]=[CH:22][C:21]([F:24])=[CH:20][CH:19]=2)=[CH:12][CH:11]=1)[CH3:8].N#N, predict the reaction product. (5) Given the reactants Br[C:2]1[CH:12]=[CH:11][C:5]([C:6]([N:8]([CH3:10])[CH3:9])=[O:7])=[CH:4][C:3]=1[CH3:13].C(O[K])(C)=O.[B:19]1([B:19]2[O:23][C:22]([CH3:25])([CH3:24])[C:21]([CH3:27])([CH3:26])[O:20]2)[O:23][C:22]([CH3:25])([CH3:24])[C:21]([CH3:27])([CH3:26])[O:20]1.N#N, predict the reaction product. The product is: [CH3:13][C:3]1[CH:4]=[C:5]([CH:11]=[CH:12][C:2]=1[B:19]1[O:23][C:22]([CH3:25])([CH3:24])[C:21]([CH3:27])([CH3:26])[O:20]1)[C:6]([N:8]([CH3:10])[CH3:9])=[O:7].